Dataset: Reaction yield outcomes from USPTO patents with 853,638 reactions. Task: Predict the reaction yield, written as a fraction of the theoretical maximum amount of product (1.0 means a 100% yield; for example, 0.34 means a 34% yield). (1) The reactants are [CH3:1][C:2]1[C:16](=[O:17])[N:15]=[C:14]2[N:4]([C@@H:5]3[O:9][C@H:8]([CH2:10][OH:11])[C@@H:7]([OH:12])[C@@H:6]3[O:13]2)[CH:3]=1.[CH3:18][O:19][CH2:20][CH2:21][O:22]B([O:22][CH2:21][CH2:20][O:19][CH3:18])[O:22][CH2:21][CH2:20][O:19][CH3:18]. The catalyst is COCCO. The yield is 0.630. The product is [CH3:18][O:19][CH2:20][CH2:21][O:22][C@@H:6]1[C@H:7]([OH:12])[C@@H:8]([CH2:10][OH:11])[O:9][C@H:5]1[N:4]1[CH:3]=[C:2]([CH3:1])[C:16](=[O:17])[NH:15][C:14]1=[O:13]. (2) The reactants are [NH2:1][C:2]1[CH:3]=[C:4]([CH:13]=[CH:14][C:15]=1[NH2:16])[CH2:5][N:6]1[CH2:11][CH2:10][N:9]([CH3:12])[CH2:8][CH2:7]1.[I:17][C:18]1[CH:19]=[C:20]([CH:24]=[CH:25][C:26]=1[CH3:27])[C:21](O)=O.CCN=C=NCCCN(C)C.C1C=CC2N(O)N=NC=2C=1. The catalyst is CN(C=O)C.CC(O)=O. The product is [I:17][C:18]1[CH:19]=[C:20]([C:21]2[NH:1][C:2]3[CH:3]=[C:4]([CH2:5][N:6]4[CH2:11][CH2:10][N:9]([CH3:12])[CH2:8][CH2:7]4)[CH:13]=[CH:14][C:15]=3[N:16]=2)[CH:24]=[CH:25][C:26]=1[CH3:27]. The yield is 0.303. (3) The reactants are [CH3:1][O:2][C:3]1[CH:8]=[CH:7][C:6]([NH:9][C:10]2[C:19]3[C:14](=[CH:15][CH:16]=[C:17]([C:20](=[O:23])[NH:21][CH3:22])[CH:18]=3)[N:13]=[CH:12][C:11]=2[C:24]([OH:26])=[O:25])=[CH:5][CH:4]=1.C(N(CC)C(C)C)(C)C.Cl[CH2:37][N:38]([CH3:43])[C:39](=[O:42])[O:40][CH3:41]. The catalyst is O1CCCC1. The product is [CH3:1][O:2][C:3]1[CH:8]=[CH:7][C:6]([NH:9][C:10]2[C:19]3[C:14](=[CH:15][CH:16]=[C:17]([C:20](=[O:23])[NH:21][CH3:22])[CH:18]=3)[N:13]=[CH:12][C:11]=2[C:24]([O:26][CH2:37][N:38]([C:39]([O:40][CH3:41])=[O:42])[CH3:43])=[O:25])=[CH:5][CH:4]=1. The yield is 0.280. (4) The reactants are Cl.[CH3:2][S:3]([NH:6][C:7]1[CH:15]=[C:14]2[C:10]([CH:11]=[C:12]([C:16]([OH:18])=O)[NH:13]2)=[CH:9][CH:8]=1)(=[O:5])=[O:4].[F:19][CH:20]([F:38])[CH2:21][O:22][C:23]1[CH:24]=[C:25]([NH2:37])[CH:26]=[C:27]([C:29]2[CH:34]=[CH:33][C:32]([F:35])=[CH:31][C:30]=2[F:36])[CH:28]=1.CN(C(ON1N=NC2C=CC=NC1=2)=[N+](C)C)C.F[P-](F)(F)(F)(F)F.CCN(C(C)C)C(C)C. The catalyst is CN(C=O)C. The product is [F:38][CH:20]([F:19])[CH2:21][O:22][C:23]1[CH:24]=[C:25]([NH:37][C:16]([C:12]2[NH:13][C:14]3[C:10]([CH:11]=2)=[CH:9][CH:8]=[C:7]([NH:6][S:3]([CH3:2])(=[O:4])=[O:5])[CH:15]=3)=[O:18])[CH:26]=[C:27]([C:29]2[CH:34]=[CH:33][C:32]([F:35])=[CH:31][C:30]=2[F:36])[CH:28]=1. The yield is 0.110. (5) The reactants are [CH3:1][O:2][C:3]1[CH:10]=[CH:9][C:8](B2OC(C)(C)C(C)(C)O2)=[CH:7][C:4]=1[CH:5]=[O:6].Br[C:21]1[CH:22]=[C:23]2[C:27](=[C:28]([C:30]([NH2:32])=[O:31])[CH:29]=1)[NH:26][CH:25]=[C:24]2[CH:33]1[CH2:38][CH2:37][N:36]([S:39]([CH2:42][CH3:43])(=[O:41])=[O:40])[CH2:35][CH2:34]1.C(=O)([O-])[O-].[Na+].[Na+]. The catalyst is O1CCOCC1.O.C1C=CC([P]([Pd]([P](C2C=CC=CC=2)(C2C=CC=CC=2)C2C=CC=CC=2)([P](C2C=CC=CC=2)(C2C=CC=CC=2)C2C=CC=CC=2)[P](C2C=CC=CC=2)(C2C=CC=CC=2)C2C=CC=CC=2)(C2C=CC=CC=2)C2C=CC=CC=2)=CC=1. The product is [CH2:42]([S:39]([N:36]1[CH2:35][CH2:34][CH:33]([C:24]2[C:23]3[C:27](=[C:28]([C:30]([NH2:32])=[O:31])[CH:29]=[C:21]([C:8]4[CH:9]=[CH:10][C:3]([O:2][CH3:1])=[C:4]([CH:5]=[O:6])[CH:7]=4)[CH:22]=3)[NH:26][CH:25]=2)[CH2:38][CH2:37]1)(=[O:41])=[O:40])[CH3:43]. The yield is 0.580.